Dataset: Full USPTO retrosynthesis dataset with 1.9M reactions from patents (1976-2016). Task: Predict the reactants needed to synthesize the given product. Given the product [NH2:11][C:12]1[C:20]2[C:15](=[CH:16][CH:17]=[CH:18][C:19]=2[F:21])[C:14]([C:29]2[CH:30]=[C:31]([CH3:39])[C:32](=[O:38])[N:33]([CH:35]([CH3:36])[CH3:37])[CH:34]=2)([C:22]2[CH:27]=[CH:26][CH:25]=[C:24]([C:4]3[CH:5]=[N:6][CH:7]=[C:2]([F:1])[CH:3]=3)[CH:23]=2)[N:13]=1, predict the reactants needed to synthesize it. The reactants are: [F:1][C:2]1[CH:3]=[C:4](B(O)O)[CH:5]=[N:6][CH:7]=1.[NH2:11][C:12]1[C:20]2[C:15](=[CH:16][CH:17]=[CH:18][C:19]=2[F:21])[C:14]([C:29]2[CH:30]=[C:31]([CH3:39])[C:32](=[O:38])[N:33]([CH:35]([CH3:37])[CH3:36])[CH:34]=2)([C:22]2[CH:27]=[CH:26][CH:25]=[C:24](Br)[CH:23]=2)[N:13]=1.